This data is from Forward reaction prediction with 1.9M reactions from USPTO patents (1976-2016). The task is: Predict the product of the given reaction. (1) Given the reactants [CH2:1]([C:3]1([OH:9])[CH2:8][CH2:7][NH:6][CH2:5][CH2:4]1)[CH3:2].C(N(C(C)C)C(C)C)C.[Cl:19][C:20]1[CH:25]=[CH:24][C:23]([C:26]2[CH:27]=[CH:28][C:29]([C:32]#[C:33][C:34]3[CH:39]=[CH:38][C:37](/[CH:40]=[CH:41]/[CH2:42]Cl)=[CH:36][CH:35]=3)=[N:30][CH:31]=2)=[CH:22][CH:21]=1, predict the reaction product. The product is: [Cl:19][C:20]1[CH:21]=[CH:22][C:23]([C:26]2[CH:27]=[CH:28][C:29]([C:32]#[C:33][C:34]3[CH:35]=[CH:36][C:37](/[CH:40]=[CH:41]/[CH2:42][N:6]4[CH2:7][CH2:8][C:3]([CH2:1][CH3:2])([OH:9])[CH2:4][CH2:5]4)=[CH:38][CH:39]=3)=[N:30][CH:31]=2)=[CH:24][CH:25]=1. (2) Given the reactants O[C@H:2]1[C:7]2[CH:8]=[C:9]([S:11]([NH2:14])(=[O:13])=[O:12])[S:10][C:6]=2[S:5](=[O:16])(=[O:15])[N:4]([CH2:17][CH2:18][CH2:19][O:20][CH3:21])[CH2:3]1.[CH2:22]([N:24](CC)CC)[CH3:23].S(Cl)(C1C=CC(C)=CC=1)(=O)=O, predict the reaction product. The product is: [CH3:23][CH2:22][NH:24][C@@H:2]1[C:7]2[CH:8]=[C:9]([S:11]([NH2:14])(=[O:13])=[O:12])[S:10][C:6]=2[S:5](=[O:16])(=[O:15])[N:4]([CH2:17][CH2:18][CH2:19][O:20][CH3:21])[CH2:3]1. (3) Given the reactants [OH:1][CH:2]1[CH2:7][CH2:6][N:5]([C:8]([C:10]2[CH:15]=[C:14]([S:16]([CH3:19])(=[O:18])=[O:17])[CH:13]=[CH:12][C:11]=2[O:20][CH:21]([CH3:23])[CH3:22])=[O:9])[CH2:4][CH2:3]1.[F:24][C:25]1[CH:30]=[CH:29][C:28]([C:31]([F:34])([F:33])[F:32])=[CH:27][C:26]=1O, predict the reaction product. The product is: [F:24][C:25]1[CH:26]=[CH:27][C:28]([C:31]([F:32])([F:33])[F:34])=[CH:29][C:30]=1[O:1][CH:2]1[CH2:3][CH2:4][N:5]([C:8]([C:10]2[CH:15]=[C:14]([S:16]([CH3:19])(=[O:18])=[O:17])[CH:13]=[CH:12][C:11]=2[O:20][CH:21]([CH3:23])[CH3:22])=[O:9])[CH2:6][CH2:7]1. (4) Given the reactants [CH2:1]([O:8][C:9]1[CH:10]=[C:11]2[C:16](=[CH:17][C:18]=1[O:19][CH3:20])[CH:15](/[CH:21]=[CH:22]/[C:23]1[CH:28]=[C:27]([O:29][CH2:30][C:31]3[CH:36]=[CH:35][CH:34]=[CH:33][CH:32]=3)[C:26]([O:37][CH3:38])=[CH:25][C:24]=1[CH3:39])[NH:14][CH2:13][CH2:12]2)[C:2]1[CH:7]=[CH:6][CH:5]=[CH:4][CH:3]=1.[NH2:40][C:41]1[CH:46]=[C:45]([C:47](O)=[O:48])[CH:44]=[CH:43][N:42]=1.CCN(C(C)C)C(C)C.CN(C(ON1N=NC2C=CC=NC1=2)=[N+](C)C)C.F[P-](F)(F)(F)(F)F, predict the reaction product. The product is: [NH2:40][C:41]1[CH:46]=[C:45]([C:47]([N:14]2[CH2:13][CH2:12][C:11]3[C:16](=[CH:17][C:18]([O:19][CH3:20])=[C:9]([O:8][CH2:1][C:2]4[CH:7]=[CH:6][CH:5]=[CH:4][CH:3]=4)[CH:10]=3)[CH:15]2/[CH:21]=[CH:22]/[C:23]2[CH:28]=[C:27]([O:29][CH2:30][C:31]3[CH:32]=[CH:33][CH:34]=[CH:35][CH:36]=3)[C:26]([O:37][CH3:38])=[CH:25][C:24]=2[CH3:39])=[O:48])[CH:44]=[CH:43][N:42]=1. (5) Given the reactants [Cl:1][C:2]1[CH:3]=[C:4]([N:8]2[CH2:21][CH2:20][C:10]3([CH2:19][CH2:18][CH2:17][C:12]4(OCC[O:13]4)[CH2:11]3)[C:9]2=[O:22])[CH:5]=[CH:6][CH:7]=1.C1COCC1.Cl, predict the reaction product. The product is: [Cl:1][C:2]1[CH:3]=[C:4]([N:8]2[CH2:21][CH2:20][C:10]3([CH2:19][CH2:18][CH2:17][C:12](=[O:13])[CH2:11]3)[C:9]2=[O:22])[CH:5]=[CH:6][CH:7]=1. (6) Given the reactants C(OC([N:8]1[CH2:13][CH2:12][O:11][C@@H:10]([C:14]2[CH:19]=[CH:18][C:17]([NH:20][C:21]3[N:26]=[CH:25][C:24]([C:27]([F:30])([F:29])[F:28])=[CH:23][N:22]=3)=[CH:16][CH:15]=2)[CH2:9]1)=O)(C)(C)C.Cl.[OH-].[Na+], predict the reaction product. The product is: [NH:8]1[CH2:13][CH2:12][O:11][C@@H:10]([C:14]2[CH:19]=[CH:18][C:17]([NH:20][C:21]3[N:22]=[CH:23][C:24]([C:27]([F:30])([F:28])[F:29])=[CH:25][N:26]=3)=[CH:16][CH:15]=2)[CH2:9]1.